This data is from Full USPTO retrosynthesis dataset with 1.9M reactions from patents (1976-2016). The task is: Predict the reactants needed to synthesize the given product. (1) The reactants are: [C:1]([O:5][NH:6][C:7](=[O:23])[C:8]1[CH:13]=[CH:12][C:11]([C:14]2[CH:19]=[CH:18][CH:17]=[C:16]([N+:20]([O-])=O)[CH:15]=2)=[CH:10][CH:9]=1)([CH3:4])([CH3:3])[CH3:2]. Given the product [C:1]([O:5][NH:6][C:7](=[O:23])[C:8]1[CH:13]=[CH:12][C:11]([C:14]2[CH:19]=[CH:18][CH:17]=[C:16]([NH2:20])[CH:15]=2)=[CH:10][CH:9]=1)([CH3:4])([CH3:2])[CH3:3], predict the reactants needed to synthesize it. (2) Given the product [ClH:1].[C:16]1([N:26]2[CH2:31][CH2:30][N:29]([CH2:2][CH2:3][CH2:4][CH2:5][C:6]3[CH:15]=[CH:14][C:9]4[NH:10][C:11](=[O:13])[O:12][C:8]=4[CH:7]=3)[CH2:28][CH2:27]2)[C:25]2[C:20](=[CH:21][CH:22]=[CH:23][CH:24]=2)[CH:19]=[CH:18][CH:17]=1, predict the reactants needed to synthesize it. The reactants are: [Cl:1][CH2:2][CH2:3][CH2:4][CH2:5][C:6]1[CH:15]=[CH:14][C:9]2[NH:10][C:11](=[O:13])[O:12][C:8]=2[CH:7]=1.[C:16]1([N:26]2[CH2:31][CH2:30][NH:29][CH2:28][CH2:27]2)[C:25]2[C:20](=[CH:21][CH:22]=[CH:23][CH:24]=2)[CH:19]=[CH:18][CH:17]=1.C(=O)([O-])[O-].[Na+].[Na+]. (3) Given the product [Cl:46][C:45]1[C:40]([NH:39][C:34]2[CH:35]=[CH:36][CH:37]=[CH:38][C:33]=2[S:30]([N:27]2[CH2:28][CH2:29][C@@H:25]([OH:24])[CH2:26]2)(=[O:31])=[O:32])=[N:41][C:42]([NH:1][C:2]2[C:16]([O:17][CH3:18])=[CH:15][C:5]3[CH2:6][CH2:7][N:8]([CH2:11][C@@H:12]([OH:14])[CH3:13])[CH2:9][CH2:10][C:4]=3[CH:3]=2)=[N:43][CH:44]=1, predict the reactants needed to synthesize it. The reactants are: [NH2:1][C:2]1[C:16]([O:17][CH3:18])=[CH:15][C:5]2[CH2:6][CH2:7][N:8]([CH2:11][C@@H:12]([OH:14])[CH3:13])[CH2:9][CH2:10][C:4]=2[CH:3]=1.C([Si](C)(C)[O:24][C@@H:25]1[CH2:29][CH2:28][N:27]([S:30]([C:33]2[CH:38]=[CH:37][CH:36]=[CH:35][C:34]=2[NH:39][C:40]2[C:45]([Cl:46])=[CH:44][N:43]=[C:42](Cl)[N:41]=2)(=[O:32])=[O:31])[CH2:26]1)(C)(C)C. (4) Given the product [Si:3]([O:10][CH2:11][C@@H:12]([N:14]([CH3:22])[C:15](=[O:21])[O:16][C:17]([CH3:20])([CH3:19])[CH3:18])[CH3:13])([C:6]([CH3:9])([CH3:7])[CH3:8])([CH3:5])[CH3:4], predict the reactants needed to synthesize it. The reactants are: [H-].[Na+].[Si:3]([O:10][CH2:11][C@@H:12]([NH:14][C:15](=[O:21])[O:16][C:17]([CH3:20])([CH3:19])[CH3:18])[CH3:13])([C:6]([CH3:9])([CH3:8])[CH3:7])([CH3:5])[CH3:4].[CH3:22]I. (5) Given the product [C:27]([O:30][C:31](=[O:33])[NH:22][CH2:6][CH2:5][CH2:4][C:3]([F:18])([F:19])[C:2]([F:1])([F:20])[F:21])([CH3:29])([CH3:28])[CH3:26], predict the reactants needed to synthesize it. The reactants are: [F:1][C:2]([F:21])([F:20])[C:3]([F:19])([F:18])[CH2:4][CH2:5][CH2:6]OS(C1C=CC(C)=CC=1)(=O)=O.[N-:22]=[N+]=[N-].[Na+].[CH3:26][C:27]([O:30][C:31]([O:33]C(OC(C)(C)C)=O)=O)([CH3:29])[CH3:28]. (6) Given the product [F:1][C:2]([F:19])([F:18])[S:3]([NH:6][S:7]([C:10]1[C:11]([C:11]2[C:10]([S:7]([NH:22][S:3]([C:2]([F:1])([F:18])[F:19])(=[O:5])=[O:4])(=[O:8])=[O:21])=[CH:15][C:14]([Br:16])=[CH:13][CH:12]=2)=[CH:12][CH:13]=[C:14]([Br:16])[CH:15]=1)(=[O:9])=[O:8])(=[O:5])=[O:4], predict the reactants needed to synthesize it. The reactants are: [F:1][C:2]([F:19])([F:18])[S:3]([NH:6][S:7]([C:10]1[CH:15]=[C:14]([Br:16])[CH:13]=[CH:12][C:11]=1Br)(=[O:9])=[O:8])(=[O:5])=[O:4].[Na].[OH-:21].[NH4+:22].[Na][Na]. (7) Given the product [CH2:1]([N:8]1[CH:16]=[N:15][C:14]2[C:9]1=[N:10][C:11]([Cl:21])=[N:12][C:13]=2[C:26]1[O:27][CH:23]=[CH:24][CH:25]=1)[C:2]1[CH:7]=[CH:6][CH:5]=[CH:4][CH:3]=1, predict the reactants needed to synthesize it. The reactants are: [CH2:1]([N:8]1[CH:16]=[N:15][C:14]2[C:9]1=[N:10][C:11]([Cl:21])=[N:12][C:13]=2[Sn](C)(C)C)[C:2]1[CH:7]=[CH:6][CH:5]=[CH:4][CH:3]=1.Br[C:23]1[O:27][CH:26]=[CH:25][CH:24]=1.ClCCl.[F-].[Cs+].